Dataset: Forward reaction prediction with 1.9M reactions from USPTO patents (1976-2016). Task: Predict the product of the given reaction. (1) Given the reactants [OH:1][CH:2]([C:6]1[CH:11]=[CH:10][C:9]([C:12]2[N:16]=[C:15]([C:17]3[O:21][N:20]=[C:19]([C:22]4[CH:27]=[CH:26][CH:25]=[CH:24][CH:23]=4)[C:18]=3[C:28]([F:31])([F:30])[F:29])[O:14][N:13]=2)=[CH:8][CH:7]=1)[C:3]([OH:5])=O.Cl.[S:33]1[CH:37]=[CH:36][N:35]=[C:34]1[CH2:38][NH2:39].CN1CCOCC1.CN(C(ON1N=NC2C=CC=NC1=2)=[N+](C)C)C.F[P-](F)(F)(F)(F)F, predict the reaction product. The product is: [OH:1][CH:2]([C:6]1[CH:11]=[CH:10][C:9]([C:12]2[N:16]=[C:15]([C:17]3[O:21][N:20]=[C:19]([C:22]4[CH:27]=[CH:26][CH:25]=[CH:24][CH:23]=4)[C:18]=3[C:28]([F:31])([F:29])[F:30])[O:14][N:13]=2)=[CH:8][CH:7]=1)[C:3]([NH:39][CH2:38][C:34]1[S:33][CH:37]=[CH:36][N:35]=1)=[O:5]. (2) Given the reactants C[Al](C)C.[CH:5]([NH2:8])([CH3:7])[CH3:6].CO[C:11]([C:13]1[CH:18]=[C:17]([N:19]2[CH2:24][CH2:23][N:22]([C:25]([O:27][C:28]([CH3:31])([CH3:30])[CH3:29])=[O:26])[CH2:21][CH2:20]2)[N:16]=[C:15]([C:32]2[CH:37]=[CH:36][N:35]=[C:34]([Cl:38])[CH:33]=2)[CH:14]=1)=[O:12], predict the reaction product. The product is: [C:28]([O:27][C:25]([N:22]1[CH2:21][CH2:20][N:19]([C:17]2[N:16]=[C:15]([C:32]3[CH:37]=[CH:36][N:35]=[C:34]([Cl:38])[CH:33]=3)[CH:14]=[C:13]([C:11](=[O:12])[NH:8][CH:5]([CH3:7])[CH3:6])[CH:18]=2)[CH2:24][CH2:23]1)=[O:26])([CH3:29])([CH3:30])[CH3:31]. (3) Given the reactants [N:1]1([CH:10]([NH:14][C:15]([O:17][CH2:18][C:19]2[CH:24]=[CH:23][CH:22]=[CH:21][CH:20]=2)=[O:16])[C:11](O)=[O:12])C2C=CC=CC=2N=N1.C(Cl)(=O)C(Cl)=O.[NH2:31][C:32]1[C:37]([CH3:38])=[CH:36][CH:35]=[CH:34][C:33]=1[C:39]([C:41]1[CH:46]=[CH:45][CH:44]=[CH:43][CH:42]=1)=O.CN1CCOCC1.N.C([O-])(=O)C.[NH4+], predict the reaction product. The product is: [CH3:38][C:37]1[C:32]2[NH:31][C:11](=[O:12])[C@@H:10]([NH:14][C:15](=[O:16])[O:17][CH2:18][C:19]3[CH:24]=[CH:23][CH:22]=[CH:21][CH:20]=3)[N:1]=[C:39]([C:41]3[CH:46]=[CH:45][CH:44]=[CH:43][CH:42]=3)[C:33]=2[CH:34]=[CH:35][CH:36]=1. (4) Given the reactants [O:1]=[C:2]([C:7]1[CH:12]=[CH:11][CH:10]=[CH:9][CH:8]=1)[C:3]([O:5][CH3:6])=[O:4].[CH2:13]([O:20][C:21]1[CH:26]=[CH:25][C:24]([Mg]Br)=[CH:23][CH:22]=1)[C:14]1[CH:19]=[CH:18][CH:17]=[CH:16][CH:15]=1, predict the reaction product. The product is: [CH2:13]([O:20][C:21]1[CH:26]=[CH:25][C:24]([C:2]([OH:1])([C:7]2[CH:8]=[CH:9][CH:10]=[CH:11][CH:12]=2)[C:3]([O:5][CH3:6])=[O:4])=[CH:23][CH:22]=1)[C:14]1[CH:19]=[CH:18][CH:17]=[CH:16][CH:15]=1.